From a dataset of Reaction yield outcomes from USPTO patents with 853,638 reactions. Predict the reaction yield, written as a fraction of the theoretical maximum amount of product (1.0 means a 100% yield; for example, 0.34 means a 34% yield). (1) The reactants are [C:1]([O:5][C:6](=[O:27])[C:7]1[CH:12]=[CH:11][C:10]([N:13]2[CH2:18][CH2:17][N:16]([CH3:19])[CH2:15][CH2:14]2)=[CH:9][C:8]=1[NH:20][CH:21]1[CH2:26][CH2:25][O:24][CH2:23][CH2:22]1)([CH3:4])([CH3:3])[CH3:2].C(N(CC)CC)C.[F:35][C:36]([F:47])([F:46])[C:37](O[C:37](=[O:38])[C:36]([F:47])([F:46])[F:35])=[O:38].O. The catalyst is ClCCl. The product is [C:1]([O:5][C:6](=[O:27])[C:7]1[CH:12]=[CH:11][C:10]([N:13]2[CH2:14][CH2:15][N:16]([CH3:19])[CH2:17][CH2:18]2)=[CH:9][C:8]=1[N:20]([CH:21]1[CH2:22][CH2:23][O:24][CH2:25][CH2:26]1)[C:37](=[O:38])[C:36]([F:47])([F:46])[F:35])([CH3:4])([CH3:2])[CH3:3]. The yield is 0.730. (2) The yield is 0.647. The reactants are C(OC(=O)[NH:7][CH2:8][CH2:9][C:10]1[CH:15]=[CH:14][C:13]([O:16][C:17]2[CH:22]=[CH:21][CH:20]=[C:19]([C:23]([F:26])([F:25])[F:24])[CH:18]=2)=[CH:12][CH:11]=1)(C)(C)C.C(O)(C(F)(F)F)=O. The product is [F:24][C:23]([F:25])([F:26])[C:19]1[CH:18]=[C:17]([CH:22]=[CH:21][CH:20]=1)[O:16][C:13]1[CH:12]=[CH:11][C:10]([CH2:9][CH2:8][NH2:7])=[CH:15][CH:14]=1. The catalyst is C(Cl)Cl. (3) The reactants are Cl[C:2]1[N:7]=[CH:6][N:5]=[C:4]([NH2:8])[C:3]=1[C:9]1[N:13]=[CH:12][N:11]([CH3:14])[N:10]=1.[NH2:15][C@H:16]([C:19]1[N:28]([C:29]2[CH:34]=[CH:33][CH:32]=[CH:31][C:30]=2[F:35])[C:27](=[O:36])[C:26]2[C:21](=[CH:22][CH:23]=[CH:24][CH:25]=2)[N:20]=1)[CH2:17][CH3:18].CCN(C(C)C)C(C)C.C(Cl)Cl.CO. The catalyst is CCCCO. The product is [NH2:8][C:4]1[N:5]=[CH:6][N:7]=[C:2]([NH:15][C@H:16]([C:19]2[N:28]([C:29]3[CH:34]=[CH:33][CH:32]=[CH:31][C:30]=3[F:35])[C:27](=[O:36])[C:26]3[C:21](=[CH:22][CH:23]=[CH:24][CH:25]=3)[N:20]=2)[CH2:17][CH3:18])[C:3]=1[C:9]1[N:13]=[CH:12][N:11]([CH3:14])[N:10]=1. The yield is 0.223. (4) The reactants are [NH2:1][CH2:2][C:3]1[CH:16]=[CH:15][C:14]2[O:13][C:12]3[C:7]4=[C:8]([C:17](=[O:20])[NH:18][N:19]=[C:6]4[C:5]=2[CH:4]=1)[CH:9]=[CH:10][CH:11]=3.[P:21](Cl)([O:26][CH2:27][CH3:28])([O:23][CH2:24][CH3:25])=[O:22]. The catalyst is CN(C=O)C. The product is [CH2:24]([O:23][P:21]([NH:1][CH2:2][C:3]1[CH:16]=[CH:15][C:14]2[O:13][C:12]3[C:7]4=[C:8]([C:17](=[O:20])[NH:18][N:19]=[C:6]4[C:5]=2[CH:4]=1)[CH:9]=[CH:10][CH:11]=3)(=[O:22])[O:26][CH2:27][CH3:28])[CH3:25]. The yield is 0.500. (5) The reactants are C(Cl)(=O)C(Cl)=O.CS(C)=O.[F:11][C:12]([F:50])([CH2:46][CH2:47][CH2:48][CH3:49])[CH:13]([OH:45])[CH2:14][CH2:15][C@H:16]1[C@H:20]([O:21][CH:22]2[CH2:27][CH2:26][CH2:25][CH2:24][O:23]2)[CH2:19][C@H:18]([OH:28])[C@@H:17]1[CH2:29][CH2:30][CH2:31][CH2:32][CH2:33][CH2:34][C:35]([O:37][CH2:38][C:39]1[CH:44]=[CH:43][CH:42]=[CH:41][CH:40]=1)=[O:36].C(N(CC)CC)C.O.[NH4+]. The catalyst is ClCCl. The product is [F:50][C:12]([F:11])([CH2:46][CH2:47][CH2:48][CH3:49])[C:13](=[O:45])[CH2:14][CH2:15][C@H:16]1[C@H:20]([O:21][CH:22]2[CH2:27][CH2:26][CH2:25][CH2:24][O:23]2)[CH2:19][C:18](=[O:28])[C@@H:17]1[CH2:29][CH2:30][CH2:31][CH2:32][CH2:33][CH2:34][C:35]([O:37][CH2:38][C:39]1[CH:40]=[CH:41][CH:42]=[CH:43][CH:44]=1)=[O:36]. The yield is 0.968.